From a dataset of Experimentally validated miRNA-target interactions with 360,000+ pairs, plus equal number of negative samples. Binary Classification. Given a miRNA mature sequence and a target amino acid sequence, predict their likelihood of interaction. (1) The miRNA is hsa-miR-4715-3p with sequence GUGCCACCUUAACUGCAGCCAAU. The protein sequence of the target gene is MRGPIVLHICLAFCSLLLFSVATQCLAFPKIERRREIAHVHAEKGQSDKMNTDDLENSSVTSKQTPQLVVSEDPMMMSAVPSATSLNKAFSINKETQPGQAGLMQTERPGVSTPTESGVPSAEEVFGSSQPERISPESGLAKAMLTIAITATPSLTVDEKEELLTSTNFQPIVEEITETTKGFLKYMDNQSFATESQEGVGLGHSPSSYVNTKEMLTTNPKTEKFEADTDHRTTSFPGAESTAGSEPGSLTPDKEKPSQMTADNTQAAATKQPLETSEYTLSVEPETDSLLGAPEVTVSV.... Result: 0 (no interaction). (2) The miRNA is mmu-miR-380-3p with sequence UAUGUAGUAUGGUCCACAUCUU. Result: 0 (no interaction). The protein sequence of the target gene is MSLALRSELVVDKTKRKKRRELSEEQKQEIKDAFELFDTDKDEAIDYHELKVAMRALGFDVKKADVLKILKDYDREATGKITFEDFNEVVTDWILERDPHEEILKAFKLFDDDDSGKISLRNLRRVARELGENMSDEELRAMIEEFDKDGDGEINQEEFIAIMTGDI. (3) The miRNA is hsa-miR-4436b-3p with sequence CAGGGCAGGAAGAAGUGGACAA. The protein sequence of the target gene is MLELIEVNGTPGSQLSTPRSGKSPSPSPTSPGSLRKQRISQHGGSSTSLSSTKVCSSMDENDGPGEEESDEGFQIPATITERYKVGRTIGDGNFAVVKECIERSTAREYALKIIKKSKCRGKEHMIQNEVSILRRVKHPNIVLLIEEMDVPTELYLVMELVKGGDLFDAITSTSKYTERDASGMLYNLASAIKYLHSLNIVHRDIKPENLLVYEHQDGSKSLKLGDFGLATIVDGPLYTVCGTPTYVAPEIIAETGYGLKVDIWAAGVITYILLCGFPPFRGSGDDQEVLFDQILMGQVD.... Result: 0 (no interaction). (4) The miRNA is hsa-miR-653-5p with sequence GUGUUGAAACAAUCUCUACUG. The protein sequence of the target gene is MLRLLLALNLFPSIQVTGNKILVKQSPMLVAYDNAVNLSCKYSYNLFSREFRASLHKGLDSAVEVCVVYGNYSQQLQVYSKTGFNCDGKLGNESVTFYLQNLYVNQTDIYFCKIEVMYPPPYLDNEKSNGTIIHVKGKHLCPSPLFPGPSKPFWVLVVVGGVLACYSLLVTVAFIIFWVRSKRSRLLHSDYMNMTPRRPGPTRKHYQPYAPPRDFAAYRS. Result: 0 (no interaction). (5) The miRNA is hsa-miR-15b-5p with sequence UAGCAGCACAUCAUGGUUUACA. The protein sequence of the target gene is MASGAARWLVLAPVRSGALRSGPSLRKDGDVSAAWSGSGRSLVPSRSVIVTRSGAILPKPVKMSFGLLRVFSIVIPFLYVGTLISKNFAALLEEHDIFVPEDDDDDD. Result: 1 (interaction). (6) The miRNA is hsa-miR-218-5p with sequence UUGUGCUUGAUCUAACCAUGU. The protein sequence of the target gene is MAALSPTFATSTQDSTCLQDSEFPVSSKDHSCPQNLDLFVCSGLEPHTPSVGSQESVTFQDVAVDFTEKEWPLLDSSQRKLYKDVMLENYSNLTSLGYQVGKPSLISHLEQEEEPRTEERGAHQGACADWETPSKTKWSLLMEDIFGKETPSGVTMERAGLGEKSTEYAHLFEVFGMDPHLTQPMGRHAGKRPYHRRDYGVAFKGRPHLTQHMSMYDGRKMHECHQCQKAFTTSASLTRHRRIHTGEKPYECSDCGKAFNDPSALRSHARTHLKEKPFDCSQCGNAFRTLSALKIHMRVH.... Result: 1 (interaction). (7) The miRNA is hsa-miR-378a-5p with sequence CUCCUGACUCCAGGUCCUGUGU. The protein sequence of the target gene is MPRGRCRQQGPRIPIWAAANYANAHPWQQMDKASPGVAYTPLVDPWIERPCCGDTVCVRTTMEQKSTASGTCGGKPAERGPLAGHMPSSRPHRVDFCWVPGSDPGTFDGSPWLLDRFLAQLGDYMSFHFEHYQDNISRVCEILRRLTGRAQAWAAPYLDGDLPLPDDYELFCQDLKEVVQDPNSFAEYHAVVTCPLPLASSQLPVAPQLPVVRQYLARFLEGLALDMGTAPRSLPAAMATPAVSGSNSVSRSALFEQQLTKESTPGPKEPPVLPSSTCSSKPGPVEPASSQPEEAAPTPV.... Result: 1 (interaction). (8) The miRNA is mmu-miR-329-3p with sequence AACACACCCAGCUAACCUUUUU. The protein sequence of the target gene is MPKNSKVTQREHSNEHVTESVADLLALEEPVDYKQSVLNVAGETGGKQKVAEEELDTEDRPAWNSKLQYILAQIGFSVGLGNIWRFPYLCQKNGGGAYLVPYLVLLIIIGIPLFFLELAVGQRIRRGSIGVWHYVCPRLGGIGFSSCIVCLFVGLYYNVIIGWSVFYFFKSFQYPLPWSECPVIRNGTVAVVEPECEKSSATTYFWYREALDISNSISESGGLNWKMTLCLLVAWSIVGMAVVKGIQSSGKVMYFSSLFPYVVLACFLVRGLLLRGAVDGILHMFTPKLDKMLDPQVWRE.... Result: 1 (interaction). (9) The miRNA is mmu-miR-1839-5p with sequence AAGGUAGAUAGAACAGGUCUUG. The protein sequence of the target gene is MWLPLLLGALLWAVLWLLRDRQSLPASNAFVFITGCDSGFGRLLALQLDQRGFRVLASCLTPSGAEDLQRVASSRLHTTLLDITDPQSVQQAAKWVEMHVKEAGLFGLVNNAGVAGIIGPTPWLTRDDFQRVLNVNTMGPIGVTLALLPLLQQARGRVINITSVLGRLAANGGGYCVSKFGLEAFSDSLRRDVAHFGIRVSIVEPGFFRTPVTNLESLEKTLQACWARLPPATQAHYGGAFLTKYLKMQQRIMNLICDPDLTKVSRCLEHALTARHPRTRYSPGWDAKLLWLPASYLPAS.... Result: 0 (no interaction). (10) The protein sequence of the target gene is MKIFQRKMRYWLLPPFLAIVYFCTIVQGQVAPPTRLRYNVISHDSIQISWKAPRGKFGGYKLLVTPTSGGKTNQLNLQNTATKAIIQGLMPDQNYTVQIIAYNKDKESKPAQGQFRIKDLEKRKDPKPRVKVVDRGNGSRPSSPEEVKFVCQTPAIADIVILVDGSWSIGRFNFRLVRHFLENLVTAFDVGSEKTRIGLAQYSGDPRIEWHLNAFSTKDEVIEAVRNLPYKGGNTLTGLALNYIFENSFKPEAGSRTGVSKIGILITDGKSQDDIIPPSRNLRESGVELFAIGVKNADVN.... Result: 0 (no interaction). The miRNA is mmu-miR-3110-3p with sequence GCACUCCAUCGGAGGCAGACAC.